This data is from Forward reaction prediction with 1.9M reactions from USPTO patents (1976-2016). The task is: Predict the product of the given reaction. (1) The product is: [ClH:32].[ClH:32].[CH3:3][O:4][C:5]1[CH:31]=[CH:30][C:8]2[NH:9][C:10]([C@H:12]([NH2:22])[CH2:13][C:14]3[CH:19]=[CH:18][C:17]([O:20][CH3:21])=[CH:16][CH:15]=3)=[N:11][C:7]=2[CH:6]=1. Given the reactants N#N.[CH3:3][O:4][C:5]1[CH:31]=[CH:30][C:8]2[NH:9][C:10]([C@H:12]([NH:22]C(=O)OC(C)(C)C)[CH2:13][C:14]3[CH:19]=[CH:18][C:17]([O:20][CH3:21])=[CH:16][CH:15]=3)=[N:11][C:7]=2[CH:6]=1.[ClH:32], predict the reaction product. (2) Given the reactants [CH3:1][N:2]1[CH2:6][CH2:5][C@H:4]([O:7][C:8]2[CH:9]=[C:10]([CH:15]=[C:16]([O:18][CH2:19][C:20]3[CH:25]=[CH:24][CH:23]=[CH:22][CH:21]=3)[CH:17]=2)[C:11]([O:13]C)=[O:12])[C:3]1=[O:26].CO.[OH-].[Li+].O, predict the reaction product. The product is: [CH3:1][N:2]1[CH2:6][CH2:5][C@H:4]([O:7][C:8]2[CH:9]=[C:10]([CH:15]=[C:16]([O:18][CH2:19][C:20]3[CH:25]=[CH:24][CH:23]=[CH:22][CH:21]=3)[CH:17]=2)[C:11]([OH:13])=[O:12])[C:3]1=[O:26].